From a dataset of Catalyst prediction with 721,799 reactions and 888 catalyst types from USPTO. Predict which catalyst facilitates the given reaction. Product: [F:17][C:14]1[CH:13]=[CH:12][C:11]([C:10]2[N:18]=[CH:19][N:28]([CH:29]3[CH2:37][CH:36]4[N:32]([CH2:33][CH2:34][CH2:35]4)[CH2:31][CH2:30]3)[C:27]=2[C:24]2[CH:23]=[CH:22][N:21]=[CH:26][CH:25]=2)=[CH:16][CH:15]=1. The catalyst class is: 4. Reactant: C1(C)C=CC(S([CH:10]([N+:18]#[C-:19])[C:11]2[CH:16]=[CH:15][C:14]([F:17])=[CH:13][CH:12]=2)(=O)=O)=CC=1.[N:21]1[CH:26]=[CH:25][C:24]([CH:27]=[N:28][CH:29]2[CH2:37][CH:36]3[N:32]([CH2:33][CH2:34][CH2:35]3)[CH2:31][CH2:30]2)=[CH:23][CH:22]=1.C1CCN2C(=NCCC2)CC1.